Dataset: Forward reaction prediction with 1.9M reactions from USPTO patents (1976-2016). Task: Predict the product of the given reaction. (1) Given the reactants [O:1]=[C:2]1[NH:10][C:5]2=[N:6][CH:7]=[CH:8][CH:9]=[C:4]2[C:3]21[CH2:21][C:13]1=[N:14][C:15](C(O)=O)=[CH:16][CH:17]=[C:12]1[CH2:11]2.C([N:24]([CH2:27]C)CC)C.C1(P(N=[N+]=[N-])(C2C=CC=CC=2)=[O:36])C=CC=CC=1.[C:46]([OH:50])([CH3:49])([CH3:48])[CH3:47], predict the reaction product. The product is: [NH4+:6].[OH-:1].[O:1]=[C:2]1[NH:10][C:5]2=[N:6][CH:7]=[CH:8][CH:9]=[C:4]2[C:3]21[CH2:21][C:13]1=[N:14][C:15]([NH:24][C:27](=[O:36])[O:50][C:46]([CH3:49])([CH3:48])[CH3:47])=[CH:16][CH:17]=[C:12]1[CH2:11]2. (2) Given the reactants Cl[C:2]1[N:7]=[C:6]([O:8][C@@H:9]([C@H:11]2[CH2:15][NH:14][C:13](=[O:16])[CH2:12]2)[CH3:10])[C:5]2[N:17]([CH3:20])[CH:18]=[N:19][C:4]=2[CH:3]=1.[CH3:21][N:22]1[C:30]2[C:25](=[CH:26][C:27](B(O)O)=[CH:28][CH:29]=2)[C:24]([CH3:34])=[N:23]1, predict the reaction product. The product is: [CH3:21][N:22]1[C:30]2[C:25](=[CH:26][C:27]([C:2]3[N:7]=[C:6]([O:8][C@@H:9]([C@H:11]4[CH2:15][NH:14][C:13](=[O:16])[CH2:12]4)[CH3:10])[C:5]4[N:17]([CH3:20])[CH:18]=[N:19][C:4]=4[CH:3]=3)=[CH:28][CH:29]=2)[C:24]([CH3:34])=[N:23]1. (3) Given the reactants [C:1]([OH:4])(=[O:3])[CH3:2].C(C1C=CC(C2C=CC(O)=C(C3NC4C=CC(C(N)=N)=CC=4N=3)C=2)=CC=1)(=N)N.O[NH:34][C:35]([C:37]1[CH:64]=[CH:63][C:40]2[NH:41][C:42]([C:44]3[CH:45]=[C:46]([C:53]4[CH:58]=[CH:57][C:56]([C:59](=[NH:62])[NH:60]O)=[CH:55][CH:54]=4)[CH:47]=[C:48]([O:51][CH3:52])[C:49]=3[OH:50])=[N:43][C:39]=2[CH:38]=1)=[NH:36].CC(C)C.N.C(C1C=CC(C2C=C(OC)C(O)=C(C3NC4C=CC(C#N)=CC=4N=3)C=2)=CC=1)#N, predict the reaction product. The product is: [C:1]([OH:4])(=[O:3])[CH3:2].[C:59]([C:56]1[CH:55]=[CH:54][C:53]([C:46]2[CH:47]=[C:48]([O:51][CH3:52])[C:49]([OH:50])=[C:44]([C:42]3[NH:41][C:40]4[CH:63]=[CH:64][C:37]([C:35]([NH2:36])=[NH:34])=[CH:38][C:39]=4[N:43]=3)[CH:45]=2)=[CH:58][CH:57]=1)(=[NH:60])[NH2:62]. (4) The product is: [Br:1][C:2]1[CH:7]=[CH:6][C:5]([O:8][CH2:9][CH2:10][CH2:11][O:12][CH3:13])=[CH:4][C:3]=1[CH2:14][CH2:15][O:16][Si:25]([CH:30]([CH3:32])[CH3:31])([CH:27]([CH3:29])[CH3:28])[CH:22]([CH3:24])[CH3:23]. Given the reactants [Br:1][C:2]1[CH:7]=[CH:6][C:5]([O:8][CH2:9][CH2:10][CH2:11][O:12][CH3:13])=[CH:4][C:3]=1[CH2:14][CH2:15][OH:16].N1C=CN=C1.[CH:22]([Si:25]([CH:30]([CH3:32])[CH3:31])([CH:27]([CH3:29])[CH3:28])Cl)([CH3:24])[CH3:23].Cl, predict the reaction product. (5) Given the reactants [NH2:1][CH2:2][CH2:3][NH:4][C:5](=[O:7])[CH3:6].C([O-])(O)=O.[Na+].[Cl:13][C:14]1[CH:21]=[CH:20][C:17]([CH:18]=O)=[CH:16][CH:15]=1.[BH4-].[Na+], predict the reaction product. The product is: [Cl:13][C:14]1[CH:21]=[CH:20][C:17]([CH2:18][NH:1][CH2:2][CH2:3][NH:4][C:5](=[O:7])[CH3:6])=[CH:16][CH:15]=1. (6) Given the reactants [S:1]1[CH:5]=[C:4]([C:6]2[N:14]=[C:13]3[C:9]([N:10]=[CH:11][N:12]3[CH:15]([CH3:17])[CH3:16])=[C:8](Cl)[N:7]=2)[C:3]2[CH:19]=[CH:20][CH:21]=[CH:22][C:2]1=2.[NH2:23][CH2:24][CH2:25][C:26]1[CH:31]=[CH:30][C:29]([OH:32])=[CH:28][CH:27]=1, predict the reaction product. The product is: [S:1]1[CH:5]=[C:4]([C:6]2[N:14]=[C:13]3[C:9]([N:10]=[CH:11][N:12]3[CH:15]([CH3:17])[CH3:16])=[C:8]([NH:23][CH2:24][CH2:25][C:26]3[CH:31]=[CH:30][C:29]([OH:32])=[CH:28][CH:27]=3)[N:7]=2)[C:3]2[CH:19]=[CH:20][CH:21]=[CH:22][C:2]1=2.